Regression. Given two drug SMILES strings and cell line genomic features, predict the synergy score measuring deviation from expected non-interaction effect. From a dataset of NCI-60 drug combinations with 297,098 pairs across 59 cell lines. (1) Drug 1: C1=CC(=C2C(=C1NCCNCCO)C(=O)C3=C(C=CC(=C3C2=O)O)O)NCCNCCO. Drug 2: N.N.Cl[Pt+2]Cl. Cell line: UACC62. Synergy scores: CSS=6.95, Synergy_ZIP=-10.6, Synergy_Bliss=-11.4, Synergy_Loewe=-29.9, Synergy_HSA=-10.2. (2) Drug 1: C1=CC(=CC=C1CC(C(=O)O)N)N(CCCl)CCCl.Cl. Drug 2: CC1=C2C(C(=O)C3(C(CC4C(C3C(C(C2(C)C)(CC1OC(=O)C(C(C5=CC=CC=C5)NC(=O)OC(C)(C)C)O)O)OC(=O)C6=CC=CC=C6)(CO4)OC(=O)C)O)C)O. Cell line: HT29. Synergy scores: CSS=42.5, Synergy_ZIP=2.72, Synergy_Bliss=5.66, Synergy_Loewe=-20.5, Synergy_HSA=3.10. (3) Drug 1: C1CCC(C1)C(CC#N)N2C=C(C=N2)C3=C4C=CNC4=NC=N3. Drug 2: CCC1(CC2CC(C3=C(CCN(C2)C1)C4=CC=CC=C4N3)(C5=C(C=C6C(=C5)C78CCN9C7C(C=CC9)(C(C(C8N6C=O)(C(=O)OC)O)OC(=O)C)CC)OC)C(=O)OC)O.OS(=O)(=O)O. Cell line: COLO 205. Synergy scores: CSS=29.0, Synergy_ZIP=6.02, Synergy_Bliss=5.57, Synergy_Loewe=-57.2, Synergy_HSA=-1.21. (4) Drug 1: CS(=O)(=O)CCNCC1=CC=C(O1)C2=CC3=C(C=C2)N=CN=C3NC4=CC(=C(C=C4)OCC5=CC(=CC=C5)F)Cl. Drug 2: C1CN(P(=O)(OC1)NCCCl)CCCl. Cell line: K-562. Synergy scores: CSS=5.08, Synergy_ZIP=-0.0820, Synergy_Bliss=1.33, Synergy_Loewe=1.99, Synergy_HSA=0.358. (5) Drug 1: CC1=C(C=C(C=C1)C(=O)NC2=CC(=CC(=C2)C(F)(F)F)N3C=C(N=C3)C)NC4=NC=CC(=N4)C5=CN=CC=C5. Drug 2: C1CC(=O)NC(=O)C1N2C(=O)C3=CC=CC=C3C2=O. Cell line: HT29. Synergy scores: CSS=0.699, Synergy_ZIP=1.79, Synergy_Bliss=2.59, Synergy_Loewe=-0.981, Synergy_HSA=-2.30. (6) Drug 1: C1=CC(=C2C(=C1NCCNCCO)C(=O)C3=C(C=CC(=C3C2=O)O)O)NCCNCCO. Drug 2: C1=CC=C(C(=C1)C(C2=CC=C(C=C2)Cl)C(Cl)Cl)Cl. Cell line: ACHN. Synergy scores: CSS=60.5, Synergy_ZIP=9.79, Synergy_Bliss=8.02, Synergy_Loewe=-33.5, Synergy_HSA=8.49. (7) Drug 1: CCCCC(=O)OCC(=O)C1(CC(C2=C(C1)C(=C3C(=C2O)C(=O)C4=C(C3=O)C=CC=C4OC)O)OC5CC(C(C(O5)C)O)NC(=O)C(F)(F)F)O. Drug 2: CC12CCC3C(C1CCC2OP(=O)(O)O)CCC4=C3C=CC(=C4)OC(=O)N(CCCl)CCCl.[Na+]. Cell line: BT-549. Synergy scores: CSS=33.7, Synergy_ZIP=-3.99, Synergy_Bliss=-4.84, Synergy_Loewe=-32.6, Synergy_HSA=-3.72. (8) Drug 1: C1CCN(CC1)CCOC2=CC=C(C=C2)C(=O)C3=C(SC4=C3C=CC(=C4)O)C5=CC=C(C=C5)O. Drug 2: CC1=C(C=C(C=C1)C(=O)NC2=CC(=CC(=C2)C(F)(F)F)N3C=C(N=C3)C)NC4=NC=CC(=N4)C5=CN=CC=C5. Cell line: MDA-MB-231. Synergy scores: CSS=7.50, Synergy_ZIP=-1.96, Synergy_Bliss=0.111, Synergy_Loewe=-3.78, Synergy_HSA=-1.84. (9) Drug 1: CCC1=C2CN3C(=CC4=C(C3=O)COC(=O)C4(CC)O)C2=NC5=C1C=C(C=C5)O. Drug 2: CNC(=O)C1=NC=CC(=C1)OC2=CC=C(C=C2)NC(=O)NC3=CC(=C(C=C3)Cl)C(F)(F)F. Cell line: NCI-H322M. Synergy scores: CSS=-2.18, Synergy_ZIP=2.17, Synergy_Bliss=0.541, Synergy_Loewe=-0.127, Synergy_HSA=-2.12.